Task: Predict the reactants needed to synthesize the given product.. Dataset: Full USPTO retrosynthesis dataset with 1.9M reactions from patents (1976-2016) (1) Given the product [OH:23][C:24]1[CH:29]=[C:28]([C:2]2[N:3]=[C:4]([N:17]3[CH2:22][CH2:21][O:20][CH2:19][CH2:18]3)[C:5]3[N:10]=[N:9][N:8]([CH2:11][CH2:12][NH:13][C:14](=[O:16])[CH3:15])[C:6]=3[N:7]=2)[CH:27]=[CH:26][CH:25]=1, predict the reactants needed to synthesize it. The reactants are: Cl[C:2]1[N:3]=[C:4]([N:17]2[CH2:22][CH2:21][O:20][CH2:19][CH2:18]2)[C:5]2[N:10]=[N:9][N:8]([CH2:11][CH2:12][NH:13][C:14](=[O:16])[CH3:15])[C:6]=2[N:7]=1.[OH:23][C:24]1[CH:25]=[C:26](B(O)O)[CH:27]=[CH:28][CH:29]=1. (2) The reactants are: OC1[CH:11]=[C:10]2[C:5]([CH2:6][CH2:7][CH:8](C(=O)C(OCC)=O)[C:9]2=O)=CC=1.[NH2:20][S:21]([C:24]1[CH:29]=[CH:28][C:27]([N:30]2[C:38]3C4C=C(O)C=CC=4[CH2:35][CH2:34][C:33]=3[C:32]([C:44]([O:46][CH2:47][CH3:48])=[O:45])=[N:31]2)=[CH:26][CH:25]=1)(=[O:23])=[O:22]. Given the product [NH2:20][S:21]([C:24]1[CH:29]=[CH:28][C:27]([N:30]2[C:38]3[C:33]4[CH:38]=[N:30][N:31]([CH2:11][C:10]5[CH:5]=[CH:6][CH:7]=[CH:8][CH:9]=5)[C:32]=4[CH2:35][CH2:34][C:33]=3[C:32]([C:44]([O:46][CH2:47][CH3:48])=[O:45])=[N:31]2)=[CH:26][CH:25]=1)(=[O:22])=[O:23], predict the reactants needed to synthesize it. (3) Given the product [CH2:37]([NH:36][C:34](=[O:35])[C:33]1[CH:48]=[CH:49][N:50]=[C:31]([C:20]2[CH:21]=[C:22]([N:25]3[CH2:30][CH2:29][CH2:28][CH2:27][CH2:26]3)[CH:23]=[CH:24][C:19]=2[NH:18][C:16](=[O:17])[C:15]2[CH:51]=[CH:52][CH:53]=[C:13]([CH2:12][N:2]([CH3:1])[CH2:3][CH2:4][N:5]3[CH2:10][CH2:9][NH:8][CH2:7][CH2:6]3)[CH:14]=2)[CH:32]=1)[C:38]1[CH:39]=[CH:40][CH:41]=[CH:42][CH:43]=1, predict the reactants needed to synthesize it. The reactants are: [CH3:1][N:2]([CH2:12][C:13]1[CH:14]=[C:15]([CH:51]=[CH:52][CH:53]=1)[C:16]([NH:18][C:19]1[CH:24]=[CH:23][C:22]([N:25]2[CH2:30][CH2:29][CH2:28][CH2:27][CH2:26]2)=[CH:21][C:20]=1[C:31]1[CH:32]=[C:33]([CH:48]=[CH:49][N:50]=1)[C:34]([NH:36][CH2:37][C:38]1[CH:43]=[CH:42][CH:41]=[C:40](C(F)(F)F)[CH:39]=1)=[O:35])=[O:17])[CH2:3][CH2:4][N:5]1[CH2:10][CH2:9][N:8](C)[CH2:7][CH2:6]1.C(OC(=O)C)(=O)C.N1C=CC=CC=1.